From a dataset of HIV replication inhibition screening data with 41,000+ compounds from the AIDS Antiviral Screen. Binary Classification. Given a drug SMILES string, predict its activity (active/inactive) in a high-throughput screening assay against a specified biological target. The drug is CCOC(=O)c1nc2ccc(C(F)(F)F)cc2nc1Nc1cc(OC)c(OC)c(OC)c1. The result is 0 (inactive).